Dataset: NCI-60 drug combinations with 297,098 pairs across 59 cell lines. Task: Regression. Given two drug SMILES strings and cell line genomic features, predict the synergy score measuring deviation from expected non-interaction effect. (1) Drug 1: CC1C(C(CC(O1)OC2CC(CC3=C2C(=C4C(=C3O)C(=O)C5=C(C4=O)C(=CC=C5)OC)O)(C(=O)CO)O)N)O.Cl. Drug 2: C1CN(CCN1C(=O)CCBr)C(=O)CCBr. Cell line: HCT-15. Synergy scores: CSS=24.4, Synergy_ZIP=0.612, Synergy_Bliss=0.385, Synergy_Loewe=-0.0713, Synergy_HSA=0.647. (2) Drug 1: CC12CCC(CC1=CCC3C2CCC4(C3CC=C4C5=CN=CC=C5)C)O. Drug 2: CC1=C2C(C(=O)C3(C(CC4C(C3C(C(C2(C)C)(CC1OC(=O)C(C(C5=CC=CC=C5)NC(=O)OC(C)(C)C)O)O)OC(=O)C6=CC=CC=C6)(CO4)OC(=O)C)O)C)O. Cell line: NCI/ADR-RES. Synergy scores: CSS=7.01, Synergy_ZIP=-2.70, Synergy_Bliss=0.193, Synergy_Loewe=-1.31, Synergy_HSA=-1.17. (3) Drug 1: C1C(C(OC1N2C=C(C(=O)NC2=O)F)CO)O. Drug 2: C(CN)CNCCSP(=O)(O)O. Cell line: OVCAR-8. Synergy scores: CSS=19.5, Synergy_ZIP=-2.23, Synergy_Bliss=4.14, Synergy_Loewe=-86.9, Synergy_HSA=2.58. (4) Drug 1: CC(CN1CC(=O)NC(=O)C1)N2CC(=O)NC(=O)C2. Drug 2: COCCOC1=C(C=C2C(=C1)C(=NC=N2)NC3=CC=CC(=C3)C#C)OCCOC.Cl. Cell line: A549. Synergy scores: CSS=37.5, Synergy_ZIP=2.00, Synergy_Bliss=1.65, Synergy_Loewe=4.94, Synergy_HSA=5.82. (5) Drug 1: CC1=C(N=C(N=C1N)C(CC(=O)N)NCC(C(=O)N)N)C(=O)NC(C(C2=CN=CN2)OC3C(C(C(C(O3)CO)O)O)OC4C(C(C(C(O4)CO)O)OC(=O)N)O)C(=O)NC(C)C(C(C)C(=O)NC(C(C)O)C(=O)NCCC5=NC(=CS5)C6=NC(=CS6)C(=O)NCCC[S+](C)C)O. Drug 2: C1CNP(=O)(OC1)N(CCCl)CCCl. Cell line: HCT116. Synergy scores: CSS=65.4, Synergy_ZIP=4.84, Synergy_Bliss=2.99, Synergy_Loewe=-45.3, Synergy_HSA=3.40. (6) Drug 1: CC1=C(C(CCC1)(C)C)C=CC(=CC=CC(=CC(=O)O)C)C. Drug 2: C1=CC=C(C=C1)NC(=O)CCCCCCC(=O)NO. Cell line: SNB-75. Synergy scores: CSS=9.36, Synergy_ZIP=-2.47, Synergy_Bliss=-0.286, Synergy_Loewe=-6.80, Synergy_HSA=-1.50. (7) Drug 2: C1=NC2=C(N=C(N=C2N1C3C(C(C(O3)CO)O)F)Cl)N. Cell line: SW-620. Synergy scores: CSS=30.0, Synergy_ZIP=-7.36, Synergy_Bliss=-0.427, Synergy_Loewe=-5.09, Synergy_HSA=1.05. Drug 1: C1CCC(CC1)NC(=O)N(CCCl)N=O. (8) Drug 1: CCC1(CC2CC(C3=C(CCN(C2)C1)C4=CC=CC=C4N3)(C5=C(C=C6C(=C5)C78CCN9C7C(C=CC9)(C(C(C8N6C)(C(=O)OC)O)OC(=O)C)CC)OC)C(=O)OC)O.OS(=O)(=O)O. Drug 2: COCCOC1=C(C=C2C(=C1)C(=NC=N2)NC3=CC=CC(=C3)C#C)OCCOC.Cl. Cell line: RXF 393. Synergy scores: CSS=1.60, Synergy_ZIP=0.432, Synergy_Bliss=-0.781, Synergy_Loewe=0.473, Synergy_HSA=-1.71. (9) Drug 1: C1CCN(CC1)CCOC2=CC=C(C=C2)C(=O)C3=C(SC4=C3C=CC(=C4)O)C5=CC=C(C=C5)O. Drug 2: CN1CCC(CC1)COC2=C(C=C3C(=C2)N=CN=C3NC4=C(C=C(C=C4)Br)F)OC. Cell line: MOLT-4. Synergy scores: CSS=13.5, Synergy_ZIP=7.40, Synergy_Bliss=13.7, Synergy_Loewe=7.95, Synergy_HSA=8.69. (10) Drug 1: CCN(CC)CCNC(=O)C1=C(NC(=C1C)C=C2C3=C(C=CC(=C3)F)NC2=O)C. Drug 2: CC1C(C(CC(O1)OC2CC(CC3=C2C(=C4C(=C3O)C(=O)C5=C(C4=O)C(=CC=C5)OC)O)(C(=O)CO)O)N)O.Cl. Cell line: NCIH23. Synergy scores: CSS=26.7, Synergy_ZIP=-5.09, Synergy_Bliss=-3.74, Synergy_Loewe=-10.7, Synergy_HSA=-1.83.